Dataset: Full USPTO retrosynthesis dataset with 1.9M reactions from patents (1976-2016). Task: Predict the reactants needed to synthesize the given product. (1) Given the product [CH3:39][O:38][NH:37][S:34]([C:30]1[CH:31]=[C:32]([C:10]2[CH:11]=[CH:12][CH:13]=[C:8]([C:6]3[CH:5]=[C:4]([C:17]4[CH:22]=[CH:21][C:20]([C:23]([F:25])([F:24])[F:26])=[CH:19][CH:18]=4)[CH:3]=[C:2]([CH3:1])[N:7]=3)[CH:9]=2)[CH:33]=[CH:28][CH:29]=1)(=[O:36])=[O:35], predict the reactants needed to synthesize it. The reactants are: [CH3:1][C:2]1[N:7]=[C:6]([C:8]2[CH:9]=[C:10](B(O)O)[CH:11]=[CH:12][CH:13]=2)[CH:5]=[C:4]([C:17]2[CH:22]=[CH:21][C:20]([C:23]([F:26])([F:25])[F:24])=[CH:19][CH:18]=2)[CH:3]=1.Br[C:28]1[CH:29]=[C:30]([S:34]([NH:37][O:38][CH3:39])(=[O:36])=[O:35])[CH:31]=[CH:32][CH:33]=1. (2) Given the product [CH:40]([O:39][C:36]1[CH:37]=[CH:38][C:33]([NH:32][C:31]([N:18]2[CH2:19][CH2:20][CH:15]([C:6]3[C:5]4[C:10](=[CH:11][C:12]([O:13][CH3:14])=[C:3]([O:2][CH3:1])[CH:4]=4)[N:9]=[CH:8][N:7]=3)[CH2:16][CH2:17]2)=[O:30])=[CH:34][CH:35]=1)([CH3:42])[CH3:41], predict the reactants needed to synthesize it. The reactants are: [CH3:1][O:2][C:3]1[CH:4]=[C:5]2[C:10](=[CH:11][C:12]=1[O:13][CH3:14])[N:9]=[CH:8][N:7]=[C:6]2[CH:15]1[CH2:20][CH2:19][NH:18][CH2:17][CH2:16]1.[N+](C1C=CC([O:30][C:31](=O)[NH:32][C:33]2[CH:38]=[CH:37][C:36]([O:39][CH:40]([CH3:42])[CH3:41])=[CH:35][CH:34]=2)=CC=1)([O-])=O.CCN(C(C)C)C(C)C.C([O-])([O-])=O.[K+].[K+]. (3) Given the product [Br:11][C:12]1[CH:17]=[CH:16][C:15]([C:18]([F:20])([F:19])[O:8][C:5]2[CH:6]=[CH:7][C:2]([F:1])=[CH:3][C:4]=2[CH2:9][OH:10])=[CH:14][CH:13]=1, predict the reactants needed to synthesize it. The reactants are: [F:1][C:2]1[CH:7]=[CH:6][C:5]([OH:8])=[C:4]([CH2:9][OH:10])[CH:3]=1.[Br:11][C:12]1[CH:17]=[CH:16][C:15]([C:18](Br)([F:20])[F:19])=[CH:14][CH:13]=1.C(=O)([O-])[O-].[K+].[K+]. (4) Given the product [CH3:1][C:2]1[CH:9]=[CH:8][CH:7]=[CH:6][C:3]=1/[CH:4]=[C:13](\[CH2:14][CH2:15][CH2:16][CH2:17][CH3:18])/[C:11](=[O:10])[CH3:12], predict the reactants needed to synthesize it. The reactants are: [CH3:1][C:2]1[CH:9]=[CH:8][CH:7]=[CH:6][C:3]=1[CH:4]=O.[O:10]=[C:11]([CH:13](P(=O)(OCC)OCC)[CH2:14][CH2:15][CH2:16][CH2:17][CH3:18])[CH3:12]. (5) Given the product [CH3:1][O:2][C:3]1[CH:33]=[CH:32][C:6]([CH2:7][NH:8][C:9]2[C:18]([CH2:19][CH2:20][C:21]([NH:23][CH2:24][CH:25]3[CH2:30][CH2:29][CH2:28][CH2:27][CH2:26]3)=[O:22])=[CH:17][C:16]3[C:11](=[CH:12][CH:13]=[C:14]([C:36]4[CH:37]=[CH:38][CH:39]=[CH:40][C:35]=4[Cl:34])[CH:15]=3)[N:10]=2)=[CH:5][CH:4]=1, predict the reactants needed to synthesize it. The reactants are: [CH3:1][O:2][C:3]1[CH:33]=[CH:32][C:6]([CH2:7][NH:8][C:9]2[C:18]([CH2:19][CH2:20][C:21]([NH:23][CH2:24][CH:25]3[CH2:30][CH2:29][CH2:28][CH2:27][CH2:26]3)=[O:22])=[CH:17][C:16]3[C:11](=[CH:12][CH:13]=[C:14](Br)[CH:15]=3)[N:10]=2)=[CH:5][CH:4]=1.[Cl:34][C:35]1[CH:40]=[CH:39][CH:38]=[CH:37][C:36]=1B(O)O.C([O-])(=O)C.[K+].CCO.